From a dataset of Forward reaction prediction with 1.9M reactions from USPTO patents (1976-2016). Predict the product of the given reaction. (1) Given the reactants [NH:1]1[CH2:5][CH2:4][CH2:3][C@H:2]1[CH2:6][OH:7].CCN(C(C)C)C(C)C.[C:17](Cl)(=[O:24])[C:18]1[CH:23]=[CH:22][CH:21]=[CH:20][CH:19]=1, predict the reaction product. The product is: [OH:7][CH2:6][C@@H:2]1[CH2:3][CH2:4][CH2:5][N:1]1[C:17]([C:18]1[CH:23]=[CH:22][CH:21]=[CH:20][CH:19]=1)=[O:24]. (2) Given the reactants [C:1]([C:4]1[C:8]([O:9][CH3:10])=[C:7]([C:11]2[CH:16]=[CH:15][C:14]([Cl:17])=[CH:13][CH:12]=2)[N:6]([C:18]2[CH:23]=[CH:22][CH:21]=[CH:20][C:19]=2[Cl:24])[N:5]=1)(O)=[O:2].[NH2:25][N:26]1[CH2:31][CH2:30][O:29][CH2:28][CH2:27]1.O.ON1C2C=CC=CC=2N=N1.C(=O)([O-])O.[Na+], predict the reaction product. The product is: [Cl:24][C:19]1[CH:20]=[CH:21][CH:22]=[CH:23][C:18]=1[N:6]1[C:7]([C:11]2[CH:12]=[CH:13][C:14]([Cl:17])=[CH:15][CH:16]=2)=[C:8]([O:9][CH3:10])[C:4]([C:1](=[O:2])[NH:25][N:26]2[CH2:31][CH2:30][O:29][CH2:28][CH2:27]2)=[N:5]1. (3) Given the reactants Br[C:2]1[N:7]=[C:6]([C:8]2[N:9]=[N:10][N:11]([CH2:13][CH2:14][OH:15])[CH:12]=2)[CH:5]=[CH:4][CH:3]=1.[NH2:16][C:17]1[S:18][C:19]([C:25]2[C:30]([F:31])=[CH:29][C:28]([C:32]([OH:35])([CH3:34])[CH3:33])=[CH:27][C:26]=2[F:36])=[CH:20][C:21]=1[C:22]([NH2:24])=[O:23], predict the reaction product. The product is: [F:36][C:26]1[CH:27]=[C:28]([C:32]([OH:35])([CH3:34])[CH3:33])[CH:29]=[C:30]([F:31])[C:25]=1[C:19]1[S:18][C:17]([NH:16][C:2]2[CH:3]=[CH:4][CH:5]=[C:6]([C:8]3[N:9]=[N:10][N:11]([CH2:13][CH2:14][OH:15])[CH:12]=3)[N:7]=2)=[C:21]([C:22]([NH2:24])=[O:23])[CH:20]=1. (4) Given the reactants [CH2:1]([O:8][C:9]1[CH:16]=[C:15]([CH:17]([CH3:19])[CH3:18])[CH:14]=[CH:13][C:10]=1[CH:11]=O)[C:2]1[CH:7]=[CH:6][CH:5]=[CH:4][CH:3]=1.C([O-])(=O)C.[NH4+].[N+:25]([CH3:28])([O-:27])=[O:26], predict the reaction product. The product is: [CH2:1]([O:8][C:9]1[CH:16]=[C:15]([CH:17]([CH3:19])[CH3:18])[CH:14]=[CH:13][C:10]=1[CH:11]=[CH:28][N+:25]([O-:27])=[O:26])[C:2]1[CH:7]=[CH:6][CH:5]=[CH:4][CH:3]=1. (5) Given the reactants [Cl-].[Al+3].[Cl-].[Cl-].[Br:5][C:6]1[CH:11]=[C:10]([F:12])[CH:9]=[CH:8][C:7]=1[F:13].[C:14](Cl)(=[O:16])[CH3:15].Cl, predict the reaction product. The product is: [CH3:15][C:14]([C:9]1[C:10]([F:12])=[CH:11][C:6]([Br:5])=[C:7]([F:13])[CH:8]=1)=[O:16]. (6) The product is: [CH:18]([N:17]1[C:11]2[CH:10]=[C:9]([NH:8][C:6]3[CH:5]=[CH:4][N:3]=[C:2]([N:34]4[CH2:35][CH2:36][CH:37]([OH:38])[CH:32]([C:31]([F:30])([F:39])[F:40])[CH2:33]4)[N:7]=3)[N:14]=[CH:13][C:12]=2[N:15]=[C:16]1[CH2:21][O:22][CH:23]1[CH2:28][CH2:27][CH2:26][CH2:25][O:24]1)([CH3:20])[CH3:19]. Given the reactants Cl[C:2]1[N:7]=[C:6]([NH:8][C:9]2[N:14]=[CH:13][C:12]3[N:15]=[C:16]([CH2:21][O:22][CH:23]4[CH2:28][CH2:27][CH2:26][CH2:25][O:24]4)[N:17]([CH:18]([CH3:20])[CH3:19])[C:11]=3[CH:10]=2)[CH:5]=[CH:4][N:3]=1.Cl.[F:30][C:31]([F:40])([F:39])[CH:32]1[CH:37]([OH:38])[CH2:36][CH2:35][NH:34][CH2:33]1.C(=O)([O-])[O-].[K+].[K+], predict the reaction product. (7) Given the reactants [NH2:1][C:2]1[C:3]([C:7]2[NH:23][C:10]3=[CH:11][C:12]4[C:13]([CH3:22])([CH3:21])[C:14](=[O:20])[N:15]([CH2:18][CH3:19])[C:16]=4[CH:17]=[C:9]3[N:8]=2)=[N:4][NH:5][CH:6]=1.[CH3:24][C:25]1[NH:29][N:28]=[C:27]([C:30](O)=[O:31])[CH:26]=1, predict the reaction product. The product is: [CH2:18]([N:15]1[C:16]2[CH:17]=[C:9]3[N:8]=[C:7]([C:3]4[C:2]([NH:1][C:30]([C:27]5[CH:26]=[C:25]([CH3:24])[NH:29][N:28]=5)=[O:31])=[CH:6][NH:5][N:4]=4)[NH:23][C:10]3=[CH:11][C:12]=2[C:13]([CH3:22])([CH3:21])[C:14]1=[O:20])[CH3:19]. (8) The product is: [NH2:12][C:7]1[CH:8]=[CH:9][CH:10]=[C:11]2[C:6]=1[CH:5]=[CH:4][C:3](=[O:15])[N:2]2[CH3:1]. Given the reactants [CH3:1][N:2]1[C:11]2[C:6](=[C:7]([N+:12]([O-])=O)[CH:8]=[CH:9][CH:10]=2)[CH:5]=[CH:4][C:3]1=[O:15].[H][H], predict the reaction product. (9) Given the reactants C([O:8][CH2:9][C@H:10]1[CH2:13][C@H:12]([N:14]2[C:18]3=[N:19][CH:20]=[N:21][C:22]([NH2:23])=[C:17]3[C:16]([C:24]3[CH:29]=[CH:28][C:27]([O:30][C:31]4[CH:36]=[CH:35][CH:34]=[CH:33][CH:32]=4)=[CH:26][CH:25]=3)=[N:15]2)[CH2:11]1)C1C=CC=CC=1.B(Cl)(Cl)Cl.N, predict the reaction product. The product is: [NH2:23][C:22]1[N:21]=[CH:20][N:19]=[C:18]2[N:14]([C@H:12]3[CH2:11][C@H:10]([CH2:9][OH:8])[CH2:13]3)[N:15]=[C:16]([C:24]3[CH:25]=[CH:26][C:27]([O:30][C:31]4[CH:36]=[CH:35][CH:34]=[CH:33][CH:32]=4)=[CH:28][CH:29]=3)[C:17]=12.